Dataset: Forward reaction prediction with 1.9M reactions from USPTO patents (1976-2016). Task: Predict the product of the given reaction. (1) Given the reactants [CH2:1]([C@@H:3]([C:8]1[CH:13]=[CH:12][CH:11]=[C:10]([O:14][CH2:15][C:16]2[CH:21]=[CH:20][CH:19]=[CH:18][CH:17]=2)[CH:9]=1)[C@@H:4]([CH3:7])[CH2:5]O)[CH3:2].S(Cl)([Cl:24])=O, predict the reaction product. The product is: [Cl:24][CH2:5][C@H:4]([CH3:7])[C@H:3]([C:8]1[CH:13]=[CH:12][CH:11]=[C:10]([O:14][CH2:15][C:16]2[CH:21]=[CH:20][CH:19]=[CH:18][CH:17]=2)[CH:9]=1)[CH2:1][CH3:2]. (2) Given the reactants [Br:1][C:2]1[CH:7]=[CH:6][C:5]([C@H:8]([C:16]2[CH:21]=[CH:20][C:19]([Cl:22])=[CH:18][C:17]=2[CH3:23])[CH2:9][C:10](N(OC)C)=[O:11])=[CH:4][CH:3]=1.[CH3:24][C:25]1[CH:30]=[CH:29][CH:28]=[CH:27][N:26]=1, predict the reaction product. The product is: [Br:1][C:2]1[CH:7]=[CH:6][C:5]([C@H:8]([C:16]2[CH:21]=[CH:20][C:19]([Cl:22])=[CH:18][C:17]=2[CH3:23])[CH2:9][C:10](=[O:11])[CH2:24][C:25]2[CH:30]=[CH:29][CH:28]=[CH:27][N:26]=2)=[CH:4][CH:3]=1.